The task is: Predict the reactants needed to synthesize the given product.. This data is from Full USPTO retrosynthesis dataset with 1.9M reactions from patents (1976-2016). The reactants are: Br[C:2]1[CH:7]=[C:6]([O:8]CCOC)[C:5]([CH:13]2[C:19](=[O:20])[CH:18]3[CH2:21][CH:15]([CH2:16][CH2:17]3)[C:14]2=[O:22])=[C:4]([F:23])[CH:3]=1.[C:24](O)(=O)[C:25]#[C:26]C.[C:30]1(P(C2C=CC=CC=2)CCCCP(C2C=CC=CC=2)C2C=CC=CC=2)C=CC=CC=1. Given the product [F:23][C:4]1[CH:3]=[C:2]([C:24]#[C:25][CH3:26])[CH:7]=[C:6]([O:8][CH3:30])[C:5]=1[CH:13]1[C:19](=[O:20])[CH:18]2[CH2:21][CH:15]([CH2:16][CH2:17]2)[C:14]1=[O:22], predict the reactants needed to synthesize it.